This data is from Experimentally validated miRNA-target interactions with 360,000+ pairs, plus equal number of negative samples. The task is: Binary Classification. Given a miRNA mature sequence and a target amino acid sequence, predict their likelihood of interaction. The miRNA is hsa-miR-6849-3p with sequence ACCAGCCUGUGUCCACCUCCAG. The protein sequence of the target gene is MSDFDEFERQLNENKQERDKENRHRKRSHSRSRSRDRKRRSRSRDRRNRDQRSASRDRRRRSKPLTRGAKEEHGGLIRSPRHEKKKKVRKYWDVPPPGFEHITPMQYKAMQAAGQIPATALLPTMTPDGLAVTPTPVPVVGSQMTRQARRLYVGNIPFGITEEAMMDFFNAQMRLGGLTQAPGNPVLAVQINQDKNFAFLEFRSVDETTQAMAFDGIIFQGQSLKIRRPHDYQPLPGMSENPSVYVPGVVSTVVPDSAHKLFIGGLPNYLNDDQVKELLTSFGPLKAFNLVKDSATGLSK.... Result: 0 (no interaction).